From a dataset of Reaction yield outcomes from USPTO patents with 853,638 reactions. Predict the reaction yield, written as a fraction of the theoretical maximum amount of product (1.0 means a 100% yield; for example, 0.34 means a 34% yield). (1) The reactants are O([C:9]([O:11][C:12]([CH3:15])([CH3:14])[CH3:13])=[O:10])[C:9]([O:11][C:12]([CH3:15])([CH3:14])[CH3:13])=[O:10].[Br:16][C:17]1[CH:18]=[C:19]([C:24]#[C:25][Si:26]([CH3:29])([CH3:28])[CH3:27])[C:20]([NH2:23])=[N:21][CH:22]=1. The catalyst is CN(C1C=CN=CC=1)C.C(Cl)Cl.C([O-])(O)=O.[Na+]. The product is [Br:16][C:17]1[CH:18]=[C:19]([C:24]#[C:25][Si:26]([CH3:28])([CH3:27])[CH3:29])[C:20]([N:23]([C:9]([O:11][C:12]([CH3:13])([CH3:14])[CH3:15])=[O:10])[C:9](=[O:10])[O:11][C:12]([CH3:15])([CH3:14])[CH3:13])=[N:21][CH:22]=1. The yield is 0.670. (2) The catalyst is CN(C)C=O. The yield is 0.541. The reactants are [CH3:1][O:2][C:3](=[O:28])[C:4]1[CH:26]=[CH:25][C:24]([OH:27])=[C:6]([C:7]([NH:9][C:10]2[CH:15]=[C:14]([C:16]([F:19])([F:18])[F:17])[CH:13]=[C:12]([C:20]([F:23])([F:22])[F:21])[CH:11]=2)=[O:8])[CH:5]=1.[H-].[Na+].[CH2:31](Br)[C:32]1[CH:37]=[CH:36][CH:35]=[CH:34][CH:33]=1.O. The product is [CH3:1][O:2][C:3](=[O:28])[C:4]1[CH:26]=[CH:25][C:24]([O:27][CH2:31][C:32]2[CH:37]=[CH:36][CH:35]=[CH:34][CH:33]=2)=[C:6]([C:7]([NH:9][C:10]2[CH:15]=[C:14]([C:16]([F:19])([F:17])[F:18])[CH:13]=[C:12]([C:20]([F:21])([F:22])[F:23])[CH:11]=2)=[O:8])[CH:5]=1. (3) The reactants are [CH3:1][C:2]1[NH:3][C:4]([NH2:7])=[N:5][N:6]=1.[CH3:8][C:9](=O)[CH2:10][CH3:11].C([BH3-])#N.[Na+].O. The catalyst is C(O)(=O)C. The product is [CH3:1][C:2]1[NH:3][C:4]([NH:7][CH:9]([CH3:8])[CH2:10][CH3:11])=[N:5][N:6]=1. The yield is 0.610. (4) The reactants are [NH2:1][C:2]1[CH:3]=[CH:4][C:5]([C:8]#[N:9])=[N:6][CH:7]=1.[Cl:10][C:11]1[CH:12]=[C:13]([CH:16]=[CH:17][C:18]=1[F:19])[CH:14]=O.[CH2:20]=[C:21]([CH3:23])[CH3:22].FC(F)(F)S([O-])(=O)=O.[Yb+3].FC(F)(F)S([O-])(=O)=O.FC(F)(F)S([O-])(=O)=O. The catalyst is C(#N)C.C(OCC)(=O)C. The product is [Cl:10][C:11]1[CH:12]=[C:13]([CH:14]2[CH2:20][C:21]([CH3:23])([CH3:22])[C:7]3[N:6]=[C:5]([C:8]#[N:9])[CH:4]=[CH:3][C:2]=3[NH:1]2)[CH:16]=[CH:17][C:18]=1[F:19]. The yield is 0.135. (5) The reactants are [OH:1][CH:2]([C:19]1[CH:28]=[CH:27][C:26]2[C:21](=[CH:22][CH:23]=[CH:24][CH:25]=2)[CH:20]=1)[C:3]1[CH:7]=[C:6]([C:8]2[CH:13]=[CH:12][N:11]=[CH:10][CH:9]=2)[S:5][C:4]=1[C:14]([O:16]CC)=[O:15].O1CCCC1.CO.[OH-].[Na+]. The catalyst is O. The product is [OH:1][CH:2]([C:19]1[CH:28]=[CH:27][C:26]2[C:21](=[CH:22][CH:23]=[CH:24][CH:25]=2)[CH:20]=1)[C:3]1[CH:7]=[C:6]([C:8]2[CH:13]=[CH:12][N:11]=[CH:10][CH:9]=2)[S:5][C:4]=1[C:14]([OH:16])=[O:15]. The yield is 0.140. (6) The product is [N+:11]([C:7]1[CH:8]=[C:9]2[C:4]([CH2:3][O:2][C:1]2=[O:10])=[CH:5][CH:6]=1)([O-:13])=[O:12]. The reactants are [C:1]1(=[O:10])[C:9]2[C:4](=[CH:5][CH:6]=[CH:7][CH:8]=2)[CH2:3][O:2]1.[N+:11]([O-])([O-:13])=[O:12].[K+]. The catalyst is OS(O)(=O)=O. The yield is 0.800. (7) The reactants are [F:1][C:2]1[CH:7]=[C:6]([F:8])[CH:5]=[CH:4][C:3]=1[C:9]1([C:12]([F:32])([F:31])[C:13]2[N:18]=[CH:17][C:16]([CH:19]([C:21]3[CH:26]=[CH:25][C:24]([C:27]([F:30])([F:29])[F:28])=[CH:23][CH:22]=3)[OH:20])=[CH:15][CH:14]=2)[CH2:11][O:10]1.[NH:33]1[CH:37]=[N:36][N:35]=[N:34]1.C([O-])([O-])=O.[K+].[K+]. The catalyst is CN(C=O)C. The product is [F:1][C:2]1[CH:7]=[C:6]([F:8])[CH:5]=[CH:4][C:3]=1[C:9]([OH:10])([CH2:11][N:33]1[CH:37]=[N:36][N:35]=[N:34]1)[C:12]([F:31])([F:32])[C:13]1[CH:14]=[CH:15][C:16]([CH:19]([OH:20])[C:21]2[CH:26]=[CH:25][C:24]([C:27]([F:28])([F:30])[F:29])=[CH:23][CH:22]=2)=[CH:17][N:18]=1. The yield is 0.430.